Dataset: Catalyst prediction with 721,799 reactions and 888 catalyst types from USPTO. Task: Predict which catalyst facilitates the given reaction. (1) The catalyst class is: 265. Reactant: [C:1]([NH:4][NH:5][C:6](=[O:14])[C:7]1[CH:12]=[CH:11][CH:10]=[C:9]([I:13])[CH:8]=1)(=O)[CH3:2]. Product: [I:13][C:9]1[CH:8]=[C:7]([C:6]2[O:14][C:1]([CH3:2])=[N:4][N:5]=2)[CH:12]=[CH:11][CH:10]=1. (2) Reactant: [C:1]([C:5]1[CH:6]=[C:7]2[C:12](=[CH:13][CH:14]=1)[C:11](=[O:15])[NH:10][C:9](=[O:16])/[C:8]/2=[CH:17]/OC)([CH3:4])([CH3:3])[CH3:2].[NH2:20][CH2:21][C:22]1[CH:27]=[C:26]([OH:28])[C:25]([C:29]2[CH:34]=[CH:33][CH:32]=[CH:31][CH:30]=2)=[CH:24][N:23]=1. Product: [C:1]([C:5]1[CH:6]=[C:7]2[C:12](=[CH:13][CH:14]=1)[C:11](=[O:15])[NH:10][C:9](=[O:16])[C:8]2=[CH:17][NH:20][CH2:21][C:22]1[CH:27]=[C:26]([OH:28])[C:25]([C:29]2[CH:30]=[CH:31][CH:32]=[CH:33][CH:34]=2)=[CH:24][N:23]=1)([CH3:4])([CH3:3])[CH3:2]. The catalyst class is: 9. (3) Reactant: [C:1]1([C:7]2[CH:12]=[CH:11][CH:10]=[CH:9][C:8]=2[OH:13])[CH:6]=[CH:5][CH:4]=[CH:3][CH:2]=1.[OH-:14].[K+].Cl[CH2:17][C:18]1[CH:23]=[CH:22][CH:21]=[C:20]([CH2:24]Cl)[CH:19]=1.O. Product: [C:7]1([C:1]2[CH:2]=[CH:3][CH:4]=[CH:5][CH:6]=2)[CH:12]=[CH:11][CH:10]=[CH:9][C:8]=1[O:13][CH2:17][C:18]1[CH:23]=[CH:22][CH:21]=[C:20]([CH2:24][O:14][C:12]2[CH:11]=[CH:10][CH:9]=[CH:8][C:7]=2[C:1]2[CH:2]=[CH:3][CH:4]=[CH:5][CH:6]=2)[CH:19]=1. The catalyst class is: 16. (4) Reactant: [CH2:1]([NH:5][CH2:6][CH:7]([CH3:9])[CH3:8])[CH:2]([CH3:4])[CH3:3].ClS([N:14]=[C:15]=[O:16])(=O)=O.O. Product: [CH2:1]([N:5]([CH2:6][CH:7]([CH3:9])[CH3:8])[C:15]([NH2:14])=[O:16])[CH:2]([CH3:4])[CH3:3]. The catalyst class is: 1. (5) Product: [C:18]([O:17][C:15]([N:12]1[CH2:11][CH2:10][CH:9]([N:8]([CH2:22][C:23]2[CH:24]=[CH:25][C:26]([C:29]([OH:31])=[O:30])=[CH:27][CH:28]=2)[CH2:7][CH2:6][C:5]2[CH:33]=[CH:34][C:2]([Cl:1])=[CH:3][CH:4]=2)[CH2:14][CH2:13]1)=[O:16])([CH3:21])([CH3:19])[CH3:20]. Reactant: [Cl:1][C:2]1[CH:34]=[CH:33][C:5]([CH2:6][CH2:7][N:8]([CH2:22][C:23]2[CH:28]=[CH:27][C:26]([C:29]([O:31]C)=[O:30])=[CH:25][CH:24]=2)[CH:9]2[CH2:14][CH2:13][N:12]([C:15]([O:17][C:18]([CH3:21])([CH3:20])[CH3:19])=[O:16])[CH2:11][CH2:10]2)=[CH:4][CH:3]=1.[OH-].[Na+].Cl. The catalyst class is: 5. (6) Reactant: C([N:8]1[CH2:13][CH:12]2[CH:10]([CH:11]2[N+:14]([O-:16])=[O:15])[CH2:9]1)C1C=CC=CC=1.[Cl:17]CCOC(Cl)=O. Product: [ClH:17].[N+:14]([CH:11]1[CH:12]2[CH:10]1[CH2:9][NH:8][CH2:13]2)([O-:16])=[O:15]. The catalyst class is: 26. (7) Reactant: [I-:1].[I-:1].[I-:1].[CH3:4][N:5]([CH3:24])[C:6]1[CH:7]=[C:8]2[C:17](=[CH:18][CH:19]=1)[N:16]=[C:15]1[C:10]([CH:11]=[CH:12][CH:13]=[C:14]1[C:20]([F:23])([F:22])[F:21])=[S+:9]2.[CH3:4][N:5]([C:6]1[CH:7]=[C:8]2[C:17](=[CH:18][CH:19]=1)[N:16]=[C:15]1[C:10]([CH:11]=[CH:12][CH:13]=[C:14]1[C:20]([F:23])([F:22])[F:21])=[S+:9]2)[CH3:24].[CH3:4][N:5]([C:6]1[CH:7]=[C:8]2[C:17](=[CH:18][CH:19]=1)[N:16]=[C:15]1[C:10]([CH:11]=[CH:12][CH:13]=[C:14]1[C:20]([F:23])([F:22])[F:21])=[S+:9]2)[CH3:24].[C:67]([N:74]1[CH2:79][CH2:78][NH:77][CH2:76][CH2:75]1)([O:69][C:70]([CH3:73])([CH3:72])[CH3:71])=[O:68]. Product: [I-:1].[CH3:4][N:5]([CH3:24])[C:6]1[CH:7]=[C:8]2[C:17](=[CH:18][CH:19]=1)[N:16]=[C:15]1[C:10]([CH:11]=[C:12]([N:77]3[CH2:76][CH2:75][N:74]([C:67]([O:69][C:70]([CH3:73])([CH3:72])[CH3:71])=[O:68])[CH2:79][CH2:78]3)[CH:13]=[C:14]1[C:20]([F:23])([F:21])[F:22])=[S+:9]2. The catalyst class is: 5. (8) Reactant: [C:1](OC(=O)C)(=[O:3])[CH3:2].[N:8]1([CH2:14][C:15]2[C:23]([C:24]([F:27])([F:26])[F:25])=[CH:22][CH:21]=[C:20]3[C:16]=2[CH2:17][CH2:18][C@H:19]3[O:28][C:29]2[CH:41]=[CH:40][C:32]3[C@H:33]([CH2:36][C:37]([OH:39])=[O:38])[CH2:34][O:35][C:31]=3[CH:30]=2)[CH2:13][CH2:12][NH:11][CH2:10][CH2:9]1.C(N(CC)C(C)C)(C)C.[OH-].[Na+].Cl. Product: [C:1]([N:11]1[CH2:12][CH2:13][N:8]([CH2:14][C:15]2[C:23]([C:24]([F:26])([F:25])[F:27])=[CH:22][CH:21]=[C:20]3[C:16]=2[CH2:17][CH2:18][C@H:19]3[O:28][C:29]2[CH:41]=[CH:40][C:32]3[C@H:33]([CH2:36][C:37]([OH:39])=[O:38])[CH2:34][O:35][C:31]=3[CH:30]=2)[CH2:9][CH2:10]1)(=[O:3])[CH3:2]. The catalyst class is: 47. (9) Reactant: [NH2:1][CH2:2][CH2:3][CH2:4][N:5]1[C:14]2[C:9](=[N:10][CH:11]=[C:12]([CH2:15][C:16]3[CH:21]=[CH:20][C:19]([F:22])=[CH:18][CH:17]=3)[CH:13]=2)[C:8]([OH:23])=[C:7]([C:24]([NH:26][CH2:27][CH2:28][O:29][CH2:30][CH3:31])=[O:25])[C:6]1=[O:32].[O:33]1[CH:37]=[CH:36][CH:35]=[C:34]1[C:38](Cl)=[O:39].CCN(C(C)C)C(C)C. Product: [CH2:30]([O:29][CH2:28][CH2:27][NH:26][C:24]([C:7]1[C:6](=[O:32])[N:5]([CH2:4][CH2:3][CH2:2][NH:1][C:38]([C:34]2[O:33][CH:37]=[CH:36][CH:35]=2)=[O:39])[C:14]2[C:9]([C:8]=1[OH:23])=[N:10][CH:11]=[C:12]([CH2:15][C:16]1[CH:17]=[CH:18][C:19]([F:22])=[CH:20][CH:21]=1)[CH:13]=2)=[O:25])[CH3:31]. The catalyst class is: 3.